Predict the reactants needed to synthesize the given product. From a dataset of Retrosynthesis with 50K atom-mapped reactions and 10 reaction types from USPTO. Given the product COC(=O)c1cc(Cl)cc(N(Cc2ccccc2)S(C)(=O)=O)c1, predict the reactants needed to synthesize it. The reactants are: BrCc1ccccc1.COC(=O)c1cc(Cl)cc(NS(C)(=O)=O)c1.